From a dataset of Reaction yield outcomes from USPTO patents with 853,638 reactions. Predict the reaction yield, written as a fraction of the theoretical maximum amount of product (1.0 means a 100% yield; for example, 0.34 means a 34% yield). The reactants are [CH:1]([O:4][C:5]1[CH:10]=[CH:9][C:8]([C:11]2[NH:12][C:13](=O)[C:14]3[C:19]([CH:20]=2)=[CH:18][C:17]([O:21][CH3:22])=[CH:16][CH:15]=3)=[CH:7][CH:6]=1)([CH3:3])[CH3:2].O=P(Cl)(Cl)[Cl:26]. No catalyst specified. The product is [Cl:26][C:13]1[C:14]2[C:19](=[CH:18][C:17]([O:21][CH3:22])=[CH:16][CH:15]=2)[CH:20]=[C:11]([C:8]2[CH:9]=[CH:10][C:5]([O:4][CH:1]([CH3:3])[CH3:2])=[CH:6][CH:7]=2)[N:12]=1. The yield is 0.674.